Dataset: Forward reaction prediction with 1.9M reactions from USPTO patents (1976-2016). Task: Predict the product of the given reaction. (1) The product is: [Cl:1][C:2]1[CH:3]=[C:4]([N:19]([CH2:33][O:34][CH3:35])[S:20]([C:23]2[CH:28]=[CH:27][CH:26]=[C:25]([C:29]([F:31])([F:30])[F:32])[CH:24]=2)(=[O:21])=[O:22])[C:5]([C:8](=[O:9])[C:10]2[C:15]([O:16][CH3:17])=[CH:14][CH:13]=[CH:12][C:11]=2[F:18])=[N:6][CH:7]=1. Given the reactants [Cl:1][C:2]1[CH:3]=[C:4]([N:19]([CH2:33][O:34][CH3:35])[S:20]([C:23]2[CH:28]=[CH:27][CH:26]=[C:25]([C:29]([F:32])([F:31])[F:30])[CH:24]=2)(=[O:22])=[O:21])[C:5]([CH:8]([C:10]2[C:15]([O:16][CH3:17])=[CH:14][CH:13]=[CH:12][C:11]=2[F:18])[OH:9])=[N:6][CH:7]=1.CC(OI1(OC(C)=O)(OC(C)=O)OC(=O)C2C=CC=CC1=2)=O.[O-]S([O-])(=S)=O.[Na+].[Na+].C([O-])(O)=O.[Na+], predict the reaction product. (2) The product is: [C:24]([NH:27][C:28]1[CH:29]=[C:30]([C:41]([O:43][CH3:44])=[O:42])[C:31]([C:34]2[C:35]([C:7]3[CH:8]=[C:9]([C:12]([F:15])([F:14])[F:13])[CH:10]=[CH:11][C:6]=3[O:5][CH2:4][C:3]3[CH:19]=[CH:20][C:21]([F:23])=[CH:22][C:2]=3[F:1])=[CH:36][CH:37]=[CH:38][CH:39]=2)=[CH:32][CH:33]=1)(=[O:26])[CH3:25]. Given the reactants [F:1][C:2]1[CH:22]=[C:21]([F:23])[CH:20]=[CH:19][C:3]=1[CH2:4][O:5][C:6]1[CH:11]=[CH:10][C:9]([C:12]([F:15])([F:14])[F:13])=[CH:8][C:7]=1B(O)O.[C:24]([NH:27][C:28]1[CH:29]=[C:30]([C:41]([O:43][CH3:44])=[O:42])[C:31]([C:34]2[CH:39]=[CH:38][CH:37]=[CH:36][C:35]=2Br)=[CH:32][CH:33]=1)(=[O:26])[CH3:25].C(=O)([O-])[O-].[K+].[K+].C1(C)C=CC=CC=1.C(O)C, predict the reaction product. (3) Given the reactants [C:1]([NH:9][C:10]1[C:11]([F:20])=[C:12]([CH:17]=[CH:18][CH:19]=1)[C:13]([O:15][CH3:16])=[O:14])(=[O:8])[C:2]1[CH:7]=[CH:6][CH:5]=[CH:4][CH:3]=1.S(OC)(O[CH3:25])(=O)=O.[OH-].[K+], predict the reaction product. The product is: [F:20][C:11]1[C:10]([N:9]([CH3:25])[C:1](=[O:8])[C:2]2[CH:3]=[CH:4][CH:5]=[CH:6][CH:7]=2)=[CH:19][CH:18]=[CH:17][C:12]=1[C:13]([O:15][CH3:16])=[O:14].